Dataset: Full USPTO retrosynthesis dataset with 1.9M reactions from patents (1976-2016). Task: Predict the reactants needed to synthesize the given product. The reactants are: [S:1]1[CH:5]=[CH:4][C:3]([C:6]2[N:10]=[C:9]([N:11]3[CH2:16][CH2:15][N:14](C(OC(C)(C)C)=O)[CH2:13][CH2:12]3)[S:8][N:7]=2)=[CH:2]1.Cl.CCCCCC. Given the product [S:1]1[CH:5]=[CH:4][C:3]([C:6]2[N:10]=[C:9]([N:11]3[CH2:12][CH2:13][NH:14][CH2:15][CH2:16]3)[S:8][N:7]=2)=[CH:2]1, predict the reactants needed to synthesize it.